Dataset: Reaction yield outcomes from USPTO patents with 853,638 reactions. Task: Predict the reaction yield, written as a fraction of the theoretical maximum amount of product (1.0 means a 100% yield; for example, 0.34 means a 34% yield). (1) The reactants are [Cl:1][C:2]1[CH:3]=[C:4]2[C:9](=[CH:10][CH:11]=1)[NH:8][CH:7]([C:12]([F:15])([F:14])[F:13])[C:6]([C:16]([O:18]CC)=[O:17])=[CH:5]2.[OH-].[Na+].CO.O. The catalyst is O1CCCC1. The product is [Cl:1][C:2]1[CH:3]=[C:4]2[C:9](=[CH:10][CH:11]=1)[NH:8][CH:7]([C:12]([F:15])([F:13])[F:14])[C:6]([C:16]([OH:18])=[O:17])=[CH:5]2. The yield is 0.410. (2) The reactants are [CH3:1][C:2]1([CH:6]2[C:15]3[C:10](=[CH:11][CH:12]=[CH:13][CH:14]=3)[NH:9][CH2:8][CH2:7]2)[CH2:5][O:4][CH2:3]1.I[CH2:17][C:18]([NH2:20])=[O:19].CCN(C(C)C)C(C)C.[OH-].[Na+]. The catalyst is CN(C=O)C. The product is [CH3:1][C:2]1([CH:6]2[C:15]3[C:10](=[CH:11][CH:12]=[CH:13][CH:14]=3)[N:9]([CH2:17][C:18]([NH2:20])=[O:19])[CH2:8][CH2:7]2)[CH2:3][O:4][CH2:5]1. The yield is 0.560.